This data is from Full USPTO retrosynthesis dataset with 1.9M reactions from patents (1976-2016). The task is: Predict the reactants needed to synthesize the given product. (1) Given the product [ClH:24].[C:25](=[O:26])([O:27][CH3:28])[O:1][C:2]1[CH:20]=[CH:19][CH:18]=[C:17]([CH3:21])[C:3]=1[CH2:4][NH:5][C:6]1[C:7]2[N:8]([C:12]([CH3:16])=[C:13]([CH3:15])[N:14]=2)[CH:9]=[CH:10][CH:11]=1, predict the reactants needed to synthesize it. The reactants are: [OH:1][C:2]1[CH:20]=[CH:19][CH:18]=[C:17]([CH3:21])[C:3]=1[CH2:4][NH:5][C:6]1[C:7]2[N:8]([C:12]([CH3:16])=[C:13]([CH3:15])[N:14]=2)[CH:9]=[CH:10][CH:11]=1.[OH-].[K+].[Cl:24][C:25]([O:27][CH3:28])=[O:26].C(Cl)Cl. (2) Given the product [CH2:17]([C:14]1[CH:15]=[CH:16][C:11]([C:10]2[C:3]3[C:2]([O:19][CH2:20][C@H:21]([CH3:32])[O:22][CH2:23][CH2:24][C:25]([O:27][C:28]([CH3:31])([CH3:30])[CH3:29])=[O:26])=[N:7][CH:6]=[N:5][C:4]=3[O:8][CH:9]=2)=[CH:12][CH:13]=1)[CH3:18], predict the reactants needed to synthesize it. The reactants are: Cl[C:2]1[C:3]2[C:10]([C:11]3[CH:16]=[CH:15][C:14]([CH2:17][CH3:18])=[CH:13][CH:12]=3)=[CH:9][O:8][C:4]=2[N:5]=[CH:6][N:7]=1.[OH:19][CH2:20][C@H:21]([CH3:32])[O:22][CH2:23][CH2:24][C:25]([O:27][C:28]([CH3:31])([CH3:30])[CH3:29])=[O:26]. (3) Given the product [CH2:1]([O:3][C:4](=[O:29])[CH2:5][NH:6][C:7]([NH:9][C:10]1[CH:15]=[C:14]([CH2:16][NH:17][C:22]2[CH:23]=[CH:24][CH:25]=[CH:26][C:21]=2[C:20](=[O:27])[NH:39][O:38][CH2:37][C:36]2[CH:40]=[CH:41][C:33]([C:31]#[N:32])=[CH:34][CH:35]=2)[CH:13]=[CH:12][N:11]=1)=[O:8])[CH3:2], predict the reactants needed to synthesize it. The reactants are: [CH2:1]([O:3][C:4](=[O:29])[CH2:5][NH:6][C:7]([NH:9][C:10]1[CH:15]=[C:14]([CH2:16][N:17]2[C:22]3[CH:23]=[CH:24][CH:25]=[CH:26][C:21]=3[C:20](=[O:27])OC2=O)[CH:13]=[CH:12][N:11]=1)=[O:8])[CH3:2].Cl.[C:31]([C:33]1[CH:41]=[CH:40][C:36]([CH2:37][O:38][NH2:39])=[CH:35][CH:34]=1)#[N:32].